This data is from Forward reaction prediction with 1.9M reactions from USPTO patents (1976-2016). The task is: Predict the product of the given reaction. (1) Given the reactants C(=O)([O-])[O-].[K+].[K+].CS([O:11][CH:12]1[CH2:21][CH2:20][C:15]2([O:19][CH2:18][CH2:17][O:16]2)[CH2:14][CH2:13]1)(=O)=O.[Cl:22][C:23]1[C:24]([F:43])=[C:25]([NH:29][C:30]2[C:39]3[C:34](=[CH:35][C:36]([O:41][CH3:42])=[C:37](O)[CH:38]=3)[N:33]=[CH:32][N:31]=2)[CH:26]=[CH:27][CH:28]=1, predict the reaction product. The product is: [Cl:22][C:23]1[C:24]([F:43])=[C:25]([NH:29][C:30]2[C:39]3[C:34](=[CH:35][C:36]([O:41][CH3:42])=[C:37]([O:11][CH:12]4[CH2:21][CH2:20][C:15]5([O:19][CH2:18][CH2:17][O:16]5)[CH2:14][CH2:13]4)[CH:38]=3)[N:33]=[CH:32][N:31]=2)[CH:26]=[CH:27][CH:28]=1. (2) Given the reactants [Cl:1][CH2:2][CH2:3][CH2:4][O:5][C:6]1[CH:13]=[CH:12][C:9]([CH:10]=O)=[CH:8][CH:7]=1.[NH:14]1[CH2:19][CH2:18][CH2:17][CH2:16][CH2:15]1.C(O)(=O)C.C(O[BH-](OC(=O)C)OC(=O)C)(=O)C.[Na+], predict the reaction product. The product is: [Cl:1][CH2:2][CH2:3][CH2:4][O:5][C:6]1[CH:13]=[CH:12][C:9]([CH2:10][N:14]2[CH2:19][CH2:18][CH2:17][CH2:16][CH2:15]2)=[CH:8][CH:7]=1.